Dataset: Reaction yield outcomes from USPTO patents with 853,638 reactions. Task: Predict the reaction yield, written as a fraction of the theoretical maximum amount of product (1.0 means a 100% yield; for example, 0.34 means a 34% yield). (1) The reactants are [CH2:1]([C:3]1[NH:4][C:5](=[O:27])[C:6]([CH2:12][C:13]2[CH:18]=[CH:17][C:16]([C:19]3[C:20]([C:25]#[N:26])=[CH:21][CH:22]=[CH:23][CH:24]=3)=[CH:15][CH:14]=2)=[C:7]([CH2:9][CH2:10][CH3:11])[N:8]=1)[CH3:2].[Br:28][C:29]1[CH:34]=[CH:33][C:32](B(O)O)=[CH:31][CH:30]=1.C(N(CC)CC)C.N1C=CC=CC=1. The catalyst is ClCCl.C(OCC)(=O)C.C([O-])(=O)C.[Cu+2].C([O-])(=O)C. The product is [Br:28][C:29]1[CH:34]=[CH:33][C:32]([N:4]2[C:5](=[O:27])[C:6]([CH2:12][C:13]3[CH:18]=[CH:17][C:16]([C:19]4[C:20]([C:25]#[N:26])=[CH:21][CH:22]=[CH:23][CH:24]=4)=[CH:15][CH:14]=3)=[C:7]([CH2:9][CH2:10][CH3:11])[N:8]=[C:3]2[CH2:1][CH3:2])=[CH:31][CH:30]=1. The yield is 0.560. (2) The reactants are Br[C:2]1[C:3]2[N:4]([C:9]([C:30]3[CH:35]=[CH:34][CH:33]=[CH:32][CH:31]=3)=[C:10]([C:12]3[CH:17]=[CH:16][C:15]([C:18]4([NH:22][C:23](=[O:29])[O:24][C:25]([CH3:28])([CH3:27])[CH3:26])[CH2:21][CH2:20][CH2:19]4)=[CH:14][CH:13]=3)[N:11]=2)[N:5]=[C:6]([Cl:8])[CH:7]=1.[NH:36]1[CH:40]=[CH:39][N:38]=[C:37]1B(O)O.[F-].[Cs+]. The catalyst is COCOC.C1C=CC(P(C2C=CC=CC=2)[C-]2C=CC=C2)=CC=1.C1C=CC(P(C2C=CC=CC=2)[C-]2C=CC=C2)=CC=1.Cl[Pd]Cl.[Fe+2]. The product is [Cl:8][C:6]1[CH:7]=[C:2]([C:37]2[NH:36][CH:40]=[CH:39][N:38]=2)[C:3]2[N:4]([C:9]([C:30]3[CH:35]=[CH:34][CH:33]=[CH:32][CH:31]=3)=[C:10]([C:12]3[CH:17]=[CH:16][C:15]([C:18]4([NH:22][C:23](=[O:29])[O:24][C:25]([CH3:28])([CH3:27])[CH3:26])[CH2:21][CH2:20][CH2:19]4)=[CH:14][CH:13]=3)[N:11]=2)[N:5]=1. The yield is 0.370.